Dataset: Peptide-MHC class I binding affinity with 185,985 pairs from IEDB/IMGT. Task: Regression. Given a peptide amino acid sequence and an MHC pseudo amino acid sequence, predict their binding affinity value. This is MHC class I binding data. (1) The peptide sequence is NPALRMKWM. The MHC is HLA-B46:01 with pseudo-sequence HLA-B46:01. The binding affinity (normalized) is 0.0847. (2) The peptide sequence is LPGPQVTAVLLHEES. The MHC is HLA-B07:02 with pseudo-sequence HLA-B07:02. The binding affinity (normalized) is 0.183. (3) The peptide sequence is HAIGTSITQK. The MHC is HLA-A68:01 with pseudo-sequence HLA-A68:01. The binding affinity (normalized) is 0.673. (4) The binding affinity (normalized) is 0.0337. The peptide sequence is AAAKTPVIV. The MHC is HLA-A02:01 with pseudo-sequence HLA-A02:01. (5) The peptide sequence is WAKLLKQKW. The MHC is HLA-A02:11 with pseudo-sequence HLA-A02:11. The binding affinity (normalized) is 0.0847. (6) The MHC is HLA-B08:01 with pseudo-sequence HLA-B08:01. The peptide sequence is GQQRSTLERTSKASL. The binding affinity (normalized) is 0.219.